Predict the product of the given reaction. From a dataset of Forward reaction prediction with 1.9M reactions from USPTO patents (1976-2016). (1) Given the reactants [F:1][C:2]1[CH:8]=[C:7]([CH3:9])[CH:6]=[CH:5][C:3]=1[NH2:4].Cl[C:11]1[C:20]2[C:19](=[O:21])[NH:18][N:17]=[C:16]([CH3:22])[C:15]=2[N:14]([CH3:23])[C:13](=[O:24])[C:12]=1[CH3:25].C[Si]([N-][Si](C)(C)C)(C)C.[Li+], predict the reaction product. The product is: [F:1][C:2]1[CH:8]=[C:7]([CH3:9])[CH:6]=[CH:5][C:3]=1[NH:4][C:11]1[C:20]2[C:19](=[O:21])[NH:18][N:17]=[C:16]([CH3:22])[C:15]=2[N:14]([CH3:23])[C:13](=[O:24])[C:12]=1[CH3:25]. (2) Given the reactants [CH3:1][N:2]([CH3:7])[CH2:3][CH2:4][NH:5][CH3:6].CS([C:11]1[N:16]=[C:15]([C:17]2[S:21][C:20]([NH2:22])=[N:19][C:18]=2[CH3:23])[CH:14]=[C:13]([CH3:24])[N:12]=1)=O, predict the reaction product. The product is: [NH2:22][C:20]1[S:21][C:17]([C:15]2[CH:14]=[C:13]([CH3:24])[N:12]=[C:11]([N:5]([CH3:6])[CH2:4][CH2:3][N:2]([CH3:7])[CH3:1])[N:16]=2)=[C:18]([CH3:23])[N:19]=1. (3) Given the reactants [CH3:1][O:2][C:3](=[O:20])[C:4]1[CH:9]=[CH:8][C:7]([NH:10][CH:11]2[CH2:16][CH2:15][CH2:14][CH2:13][CH2:12]2)=[C:6]([N+:17]([O-])=O)[CH:5]=1, predict the reaction product. The product is: [CH3:1][O:2][C:3](=[O:20])[C:4]1[CH:9]=[CH:8][C:7]([NH:10][CH:11]2[CH2:16][CH2:15][CH2:14][CH2:13][CH2:12]2)=[C:6]([NH2:17])[CH:5]=1. (4) Given the reactants [I:1][C:2]1[CH:3]=[C:4]([CH:8]=[CH:9][C:10]=1[O:11][CH3:12])[C:5]([OH:7])=O.C1C=CC2N(O)N=NC=2C=1.C(Cl)CCl.[CH2:27]1[C:35]2[C:30](=[CH:31][CH:32]=[CH:33][CH:34]=2)[CH2:29][NH:28]1, predict the reaction product. The product is: [I:1][C:2]1[CH:3]=[C:4]([CH:8]=[CH:9][C:10]=1[O:11][CH3:12])[C:5]([N:28]1[CH2:29][C:30]2[C:35](=[CH:34][CH:33]=[CH:32][CH:31]=2)[CH2:27]1)=[O:7]. (5) The product is: [Cl:1][C:2]1[C:3]([C:23]2[N:27]3[CH:28]=[CH:29][CH:30]=[CH:31][C:26]3=[N:25][CH:24]=2)=[N:4][C:5]([NH:8][C:9]2[CH:14]=[CH:13][C:12]([N:15]3[CH2:16][CH2:17][N:18]([C:44]([C@@H:40]4[CH2:41][CH2:42][CH2:43][NH:39]4)=[O:45])[CH2:19][CH2:20]3)=[CH:11][C:10]=2[O:21][CH3:22])=[N:6][CH:7]=1. Given the reactants [Cl:1][C:2]1[C:3]([C:23]2[N:27]3[CH:28]=[CH:29][CH:30]=[CH:31][C:26]3=[N:25][CH:24]=2)=[N:4][C:5]([NH:8][C:9]2[CH:14]=[CH:13][C:12]([N:15]3[CH2:20][CH2:19][NH:18][CH2:17][CH2:16]3)=[CH:11][C:10]=2[O:21][CH3:22])=[N:6][CH:7]=1.C(OC([N:39]1[CH2:43][CH2:42][CH2:41][C@H:40]1[C:44](O)=[O:45])=O)(C)(C)C.C(N(CC)C(C)C)(C)C.FC(F)(F)C(O)=O, predict the reaction product. (6) Given the reactants Cl[C:2]1[C:11]2[N:12]=[C:13]([CH2:24][O:25][CH2:26][CH3:27])[N:14]([CH2:15][CH2:16][CH2:17][C:18]3[O:22][N:21]=[C:20]([CH3:23])[CH:19]=3)[C:10]=2[C:9]2[CH:8]=[CH:7][CH:6]=[CH:5][C:4]=2[N:3]=1.[NH3:28], predict the reaction product. The product is: [CH2:26]([O:25][CH2:24][C:13]1[N:14]([CH2:15][CH2:16][CH2:17][C:18]2[O:22][N:21]=[C:20]([CH3:23])[CH:19]=2)[C:10]2[C:9]3[CH:8]=[CH:7][CH:6]=[CH:5][C:4]=3[N:3]=[C:2]([NH2:28])[C:11]=2[N:12]=1)[CH3:27]. (7) Given the reactants Cl[S:2]([C:5]1[CH:13]=[CH:12][C:8]([C:9]([OH:11])=[O:10])=[CH:7][CH:6]=1)(=[O:4])=[O:3].[CH:14]1([NH2:17])[CH2:16][CH2:15]1, predict the reaction product. The product is: [CH:14]1([NH:17][S:2]([C:5]2[CH:13]=[CH:12][C:8]([C:9]([OH:11])=[O:10])=[CH:7][CH:6]=2)(=[O:4])=[O:3])[CH2:16][CH2:15]1. (8) Given the reactants [CH3:1][O:2][C:3](=[O:7])[C:4](Cl)=[O:5].[Br:8][C:9]1[C:18]2[C:13](=[CH:14][CH:15]=[CH:16][CH:17]=2)[CH:12]=[CH:11][CH:10]=1.O, predict the reaction product. The product is: [CH3:1][O:2][C:3](=[O:7])[C:4]([C:12]1[C:13]2[C:18](=[CH:17][CH:16]=[CH:15][CH:14]=2)[C:9]([Br:8])=[CH:10][CH:11]=1)=[O:5]. (9) Given the reactants [CH3:1][Mg]Br.CON(C)[C:7]([C:9]1[N:10]([S:15]([C:18]2[CH:23]=[CH:22][C:21]([CH3:24])=[CH:20][CH:19]=2)(=[O:17])=[O:16])[CH:11]=[C:12]([F:14])[CH:13]=1)=[O:8].Cl, predict the reaction product. The product is: [F:14][C:12]1[CH:13]=[C:9]([C:7](=[O:8])[CH3:1])[N:10]([S:15]([C:18]2[CH:23]=[CH:22][C:21]([CH3:24])=[CH:20][CH:19]=2)(=[O:17])=[O:16])[CH:11]=1. (10) Given the reactants CN(C)S([N:6]1[CH:10]=[C:9]([C:11]([C:13]2[CH:22]=[CH:21][C:16]3[O:17][CH2:18][CH2:19][O:20][C:15]=3[CH:14]=2)=[CH2:12])[N:8]=[CH:7]1)(=O)=O.[H][H], predict the reaction product. The product is: [O:17]1[C:16]2[CH:21]=[CH:22][C:13]([CH:11]([C:9]3[N:8]=[CH:7][NH:6][CH:10]=3)[CH3:12])=[CH:14][C:15]=2[O:20][CH2:19][CH2:18]1.